Dataset: Full USPTO retrosynthesis dataset with 1.9M reactions from patents (1976-2016). Task: Predict the reactants needed to synthesize the given product. (1) Given the product [SH:15][CH2:2][CH2:3][CH2:4][C:5]([CH3:12])([CH3:11])[C:6]([O:8][CH2:9][CH3:10])=[O:7], predict the reactants needed to synthesize it. The reactants are: Br[CH2:2][CH2:3][CH2:4][C:5]([CH3:12])([CH3:11])[C:6]([O:8][CH2:9][CH3:10])=[O:7].NC(N)=[S:15].[OH-].[K+]. (2) Given the product [CH3:1][O:2][C:3](=[O:17])[C:4]1[CH:12]=[C:11]([O:13][CH:14]([CH3:16])[CH3:15])[CH:10]=[C:6]([C:7](=[O:9])[C:28]2[CH:29]=[CH:30][C:25]([Br:24])=[CH:26][CH:27]=2)[CH:5]=1, predict the reactants needed to synthesize it. The reactants are: [CH3:1][O:2][C:3](=[O:17])[C:4]1[CH:12]=[C:11]([O:13][CH:14]([CH3:16])[CH3:15])[CH:10]=[C:6]([C:7]([OH:9])=O)[CH:5]=1.C(Cl)(C(Cl)=O)=O.[Br:24][C:25]1[CH:30]=[CH:29][C:28](B(O)O)=[CH:27][CH:26]=1. (3) Given the product [C:11]([O:15][C:16](=[O:17])[NH:18][C@@H:19]([CH2:20][CH2:21][C:22](=[O:24])[N:2]([CH:3]1[CH2:8][CH2:7][CH:6]([C:9]#[N:10])[CH2:5][CH2:4]1)[CH3:1])[CH:25]([CH3:27])[CH3:26])([CH3:12])([CH3:13])[CH3:14], predict the reactants needed to synthesize it. The reactants are: [CH3:1][NH:2][CH:3]1[CH2:8][CH2:7][CH:6]([C:9]#[N:10])[CH2:5][CH2:4]1.[C:11]([O:15][C:16]([NH:18][C@H:19]([CH:25]([CH3:27])[CH3:26])[CH2:20][CH2:21][C:22]([OH:24])=O)=[O:17])([CH3:14])([CH3:13])[CH3:12].